This data is from Full USPTO retrosynthesis dataset with 1.9M reactions from patents (1976-2016). The task is: Predict the reactants needed to synthesize the given product. (1) The reactants are: [NH2:1][CH2:2][CH2:3][CH2:4][NH:5][N:6]1[C:18]2[C:17]3[CH:16]=[CH:15][CH:14]=[CH:13][C:12]=3[N:11]=[C:10]([NH2:19])[C:9]=2[N:8]=[C:7]1[CH2:20][O:21][CH2:22][CH3:23].C(N(CC)CC)C.[CH:31]1([C:36](Cl)=[O:37])[CH2:35][CH2:34][CH2:33][CH2:32]1.CC(O)C. Given the product [NH2:19][C:10]1[C:9]2[N:8]=[C:7]([CH2:20][O:21][CH2:22][CH3:23])[N:6]([NH:5][CH2:4][CH2:3][CH2:2][NH:1][C:36]([CH:31]3[CH2:35][CH2:34][CH2:33][CH2:32]3)=[O:37])[C:18]=2[C:17]2[CH:16]=[CH:15][CH:14]=[CH:13][C:12]=2[N:11]=1, predict the reactants needed to synthesize it. (2) Given the product [CH:23]1([CH2:22][N:19]2[CH2:18][CH2:17][N:16]([C:14](=[O:15])[CH2:13][C:10]3[CH:11]=[CH:12][C:7]([C:6]([OH:28])=[O:5])=[CH:8][C:9]=3[CH3:27])[CH2:21][CH2:20]2)[CH2:26][CH2:25][CH2:24]1, predict the reactants needed to synthesize it. The reactants are: O.[OH-].[Li+].C[O:5][C:6](=[O:28])[C:7]1[CH:12]=[CH:11][C:10]([CH2:13][C:14]([N:16]2[CH2:21][CH2:20][N:19]([CH2:22][CH:23]3[CH2:26][CH2:25][CH2:24]3)[CH2:18][CH2:17]2)=[O:15])=[C:9]([CH3:27])[CH:8]=1. (3) Given the product [F:34][C:31]([F:32])([F:33])[C:28]1[C:25]2[CH2:26][CH2:27][NH:22][CH2:23][C:24]=2[N:30]([C:2]2[CH:7]=[CH:6][C:5]([CH2:8][N:9]3[CH2:13][CH2:12][CH2:11][C:10]3=[O:14])=[CH:4][CH:3]=2)[N:29]=1, predict the reactants needed to synthesize it. The reactants are: I[C:2]1[CH:7]=[CH:6][C:5]([CH2:8][N:9]2[CH2:13][CH2:12][CH2:11][C:10]2=[O:14])=[CH:4][CH:3]=1.C(OC([N:22]1[CH2:27][CH2:26][C:25]2[C:28]([C:31]([F:34])([F:33])[F:32])=[N:29][NH:30][C:24]=2[CH2:23]1)=O)(C)(C)C.CN(C)CC(O)=O.C(=O)([O-])[O-].[K+].[K+]. (4) Given the product [CH3:1][O:2][C:3](=[O:23])[CH2:4][N:5]([C:40](=[O:55])[C:41]1[CH:46]=[C:45]([C:47]([F:50])([F:48])[F:49])[CH:44]=[C:43]([S:51]([CH3:54])(=[O:53])=[O:52])[CH:42]=1)[C:6]1[CH:7]=[N:8][CH:9]=[CH:10][C:11]=1[C:12]1[CH:17]=[CH:16][CH:15]=[CH:14][C:13]=1[O:18][C:19]([F:20])([F:21])[F:22], predict the reactants needed to synthesize it. The reactants are: [CH3:1][O:2][C:3](=[O:23])[CH2:4][NH:5][C:6]1[CH:7]=[N:8][CH:9]=[CH:10][C:11]=1[C:12]1[CH:17]=[CH:16][CH:15]=[CH:14][C:13]=1[O:18][C:19]([F:22])([F:21])[F:20].FC1C=CC=C(OC)C=1C1C=CN=CC=1N(CC(F)(F)F)[C:40](=[O:55])[C:41]1[CH:46]=[C:45]([C:47]([F:50])([F:49])[F:48])[CH:44]=[C:43]([S:51]([CH3:54])(=[O:53])=[O:52])[CH:42]=1. (5) Given the product [F:37][C:38]1[CH:43]=[CH:42][CH:41]=[CH:40][C:39]=1[N:44]1[CH2:49][CH2:48][CH:47]([N:15]2[CH2:19][CH2:18][C@@H:17]([NH:20][C:21](=[O:36])[CH2:22][NH:23][C:24](=[O:35])[C:25]3[CH:30]=[CH:29][CH:28]=[C:27]([C:31]([F:32])([F:34])[F:33])[CH:26]=3)[CH2:16]2)[CH2:46][CH2:45]1, predict the reactants needed to synthesize it. The reactants are: COC1N=CC(N2CCC([N:15]3[CH2:19][CH2:18][C@@H:17]([NH:20][C:21](=[O:36])[CH2:22][NH:23][C:24](=[O:35])[C:25]4[CH:30]=[CH:29][CH:28]=[C:27]([C:31]([F:34])([F:33])[F:32])[CH:26]=4)[CH2:16]3)CC2)=CC=1.[F:37][C:38]1[CH:43]=[CH:42][CH:41]=[CH:40][C:39]=1[N:44]1[CH2:49][CH2:48][C:47](=O)[CH2:46][CH2:45]1.COC1N=CC(N2CCC(=O)CC2)=CC=1. (6) Given the product [OH:15][C:16]1[CH:17]=[CH:18][C:19]([CH2:22][C:23]2[C:24](=[O:25])[N:4]3[CH:5]=[C:6]([C:8]4[CH:13]=[CH:12][CH:11]=[CH:10][CH:9]=4)[NH:7][C:2]([CH3:1])=[C:3]3[N:14]=2)=[CH:20][CH:21]=1, predict the reactants needed to synthesize it. The reactants are: [CH3:1][C:2]1[C:3]([NH2:14])=[N:4][CH:5]=[C:6]([C:8]2[CH:13]=[CH:12][CH:11]=[CH:10][CH:9]=2)[N:7]=1.[OH:15][C:16]1[CH:21]=[CH:20][C:19]([CH2:22][C:23](=O)[C:24](O)=[O:25])=[CH:18][CH:17]=1.